From a dataset of Full USPTO retrosynthesis dataset with 1.9M reactions from patents (1976-2016). Predict the reactants needed to synthesize the given product. (1) The reactants are: [N:1]1([C:7]2[C:12]([C:13]3[CH:18]=[CH:17][C:16]([C:19](=[O:21])[CH3:20])=[CH:15][CH:14]=3)=[N:11][CH:10]=[CH:9][N:8]=2)[CH2:6][CH2:5][NH:4][CH2:3][CH2:2]1.[CH3:22][C:23]1[N:27]([C:28]2[CH:33]=[CH:32][CH:31]=[CH:30][CH:29]=2)[N:26]=[CH:25][C:24]=1[CH:34]=O.C(O[BH-](OC(=O)C)OC(=O)C)(=O)C.[Na+].[Cl:50]CCCl. Given the product [ClH:50].[CH3:22][C:23]1[N:27]([C:28]2[CH:29]=[CH:30][CH:31]=[CH:32][CH:33]=2)[N:26]=[CH:25][C:24]=1[CH2:34][N:4]1[CH2:5][CH2:6][N:1]([C:7]2[C:12]([C:13]3[CH:14]=[CH:15][C:16]([C:19](=[O:21])[CH3:20])=[CH:17][CH:18]=3)=[N:11][CH:10]=[CH:9][N:8]=2)[CH2:2][CH2:3]1, predict the reactants needed to synthesize it. (2) Given the product [Cl:1][C:2]1[CH:3]=[CH:4][C:5]2[N:6]([CH:8]=[C:9]([NH:11][C:12](=[O:14])[CH3:13])[N:10]=2)[N:7]=1, predict the reactants needed to synthesize it. The reactants are: [Cl:1][C:2]1[CH:3]=[CH:4][C:5]2[N:6]([CH:8]=[C:9]([NH2:11])[N:10]=2)[N:7]=1.[C:12](OC(=O)C)(=[O:14])[CH3:13].N1C=CC=CC=1.